From a dataset of Peptide-MHC class I binding affinity with 185,985 pairs from IEDB/IMGT. Regression. Given a peptide amino acid sequence and an MHC pseudo amino acid sequence, predict their binding affinity value. This is MHC class I binding data. (1) The peptide sequence is RYDDGQSIY. The MHC is HLA-B58:01 with pseudo-sequence HLA-B58:01. The binding affinity (normalized) is 0.0847. (2) The peptide sequence is AIWYMWLGAR. The MHC is HLA-A33:01 with pseudo-sequence HLA-A33:01. The binding affinity (normalized) is 0.626. (3) The peptide sequence is DRLASTVIY. The MHC is HLA-A69:01 with pseudo-sequence HLA-A69:01. The binding affinity (normalized) is 0.0847. (4) The peptide sequence is YASLTTIGTI. The MHC is HLA-A68:02 with pseudo-sequence HLA-A68:02. The binding affinity (normalized) is 0.548. (5) The peptide sequence is LMARRARSL. The MHC is HLA-A24:03 with pseudo-sequence HLA-A24:03. The binding affinity (normalized) is 0.213.